From a dataset of Full USPTO retrosynthesis dataset with 1.9M reactions from patents (1976-2016). Predict the reactants needed to synthesize the given product. (1) Given the product [F:21][C:22]([F:35])([F:34])[S:23]([O:1][C:2]1[CH:3]=[CH:4][C:5]2[CH2:6][CH2:7][C:8](=[O:12])[CH2:9][C:10]=2[CH:11]=1)(=[O:25])=[O:24], predict the reactants needed to synthesize it. The reactants are: [OH:1][C:2]1[CH:11]=[C:10]2[C:5]([CH2:6][CH2:7][C:8](=[O:12])[CH2:9]2)=[CH:4][CH:3]=1.N1C(C)=CC=CC=1C.[F:21][C:22]([F:35])([F:34])[S:23](O[S:23]([C:22]([F:35])([F:34])[F:21])(=[O:25])=[O:24])(=[O:25])=[O:24]. (2) Given the product [NH2:19][C:12]1[C:13]([OH:18])=[C:14]([C:9]([O:8][CH2:1][C:2]2[CH:3]=[CH:4][CH:5]=[CH:6][CH:7]=2)=[CH:10][CH:11]=1)[C:15]([NH2:17])=[O:16], predict the reactants needed to synthesize it. The reactants are: [CH2:1]([O:8][C:9]1[C:14]([C:15]([NH2:17])=[O:16])=[C:13]([OH:18])[C:12]([N+:19]([O-])=O)=[CH:11][CH:10]=1)[C:2]1[CH:7]=[CH:6][CH:5]=[CH:4][CH:3]=1.C. (3) Given the product [F:5][C:6]1[CH:7]=[C:8]([NH:18][C:19]2[N:21]=[C:26]([C:27]([O:29][CH2:30][CH3:31])=[O:28])[CH:25]=[C:24]([CH:23]([CH3:22])[CH3:34])[N:20]=2)[CH:9]=[CH:10][C:11]=1[N:12]1[CH:16]=[C:15]([CH3:17])[N:14]=[CH:13]1, predict the reactants needed to synthesize it. The reactants are: [N+]([O-])(O)=O.[F:5][C:6]1[CH:7]=[C:8]([NH:18][C:19]([NH2:21])=[NH:20])[CH:9]=[CH:10][C:11]=1[N:12]1[CH:16]=[C:15]([CH3:17])[N:14]=[CH:13]1.[CH3:22][CH:23]([CH3:34])[C:24](=O)[CH2:25][C:26](=O)[C:27]([O:29][CH2:30][CH3:31])=[O:28].C(=O)([O-])[O-].[K+].[K+]. (4) Given the product [F:1][C:2]1([F:8])[CH2:4][C:3]1([CH2:6][O:7][C:15]1[CH:14]=[CH:13][C:12]([C:17]2[O:18][C:19]3[CH:24]=[C:23]([O:25][CH2:26][C@@H:27]([NH:29][C:30](=[O:32])[CH3:31])[CH3:28])[N:22]=[CH:21][C:20]=3[N:33]=2)=[CH:11][C:10]=1[F:9])[CH3:5], predict the reactants needed to synthesize it. The reactants are: [F:1][C:2]1([F:8])[CH2:4][C:3]1([CH2:6][OH:7])[CH3:5].[F:9][C:10]1[CH:11]=[C:12]([C:17]2[O:18][C:19]3[CH:24]=[C:23]([O:25][CH2:26][C@@H:27]([NH:29][C:30](=[O:32])[CH3:31])[CH3:28])[N:22]=[CH:21][C:20]=3[N:33]=2)[CH:13]=[CH:14][C:15]=1O. (5) The reactants are: F[C:2]1[CH:20]=[CH:19][C:5]([C:6]([N:8]([CH2:14][C:15]([F:18])([F:17])[F:16])[CH2:9][C:10]([F:13])([F:12])[F:11])=[O:7])=[CH:4][C:3]=1[N+:21]([O-:23])=[O:22].[CH2:24]([NH2:30])[C:25]1[O:29][CH:28]=[CH:27][CH:26]=1.CCN(CC)CC. Given the product [O:29]1[CH:28]=[CH:27][CH:26]=[C:25]1[CH2:24][NH:30][C:2]1[CH:20]=[CH:19][C:5]([C:6]([N:8]([CH2:9][C:10]([F:11])([F:12])[F:13])[CH2:14][C:15]([F:16])([F:17])[F:18])=[O:7])=[CH:4][C:3]=1[N+:21]([O-:23])=[O:22], predict the reactants needed to synthesize it. (6) Given the product [OH:1][C:2]1[C:3]([C:8]([NH:16][CH3:15])=[O:10])=[N:4][NH:5][C:6]=1[CH3:7], predict the reactants needed to synthesize it. The reactants are: [OH:1][C:2]1[C:3]([C:8]([O:10]C)=O)=[N:4][NH:5][C:6]=1[CH3:7].C([C:15]1C=C(C(NC)=O)N[N:16]=1)(C)C. (7) Given the product [CH3:12][O:13][C:14]1[N:19]=[C:18]([CH2:20][C:3](=[O:5])[C:2]([O:9][CH2:10][CH3:11])=[O:8])[C:17]([N+:21]([O-:23])=[O:22])=[CH:16][CH:15]=1, predict the reactants needed to synthesize it. The reactants are: [K].[C:2]([O:9][CH2:10][CH3:11])(=[O:8])[C:3]([O:5]CC)=O.[CH3:12][O:13][C:14]1[N:19]=[C:18]([CH3:20])[C:17]([N+:21]([O-:23])=[O:22])=[CH:16][CH:15]=1. (8) Given the product [CH3:1][N:2]1[CH2:7][CH2:6][N:5]([CH2:9][C@@H:10]2[N:15]3[C:16]4[C:25]5[C:20](=[CH:21][CH:22]=[CH:23][CH:24]=5)[N:19]=[C:18]([NH2:26])[C:17]=4[N:27]=[C:14]3[CH2:13][O:12][CH2:11]2)[CH2:4][CH2:3]1, predict the reactants needed to synthesize it. The reactants are: [CH3:1][N:2]1[CH2:7][CH2:6][NH:5][CH2:4][CH2:3]1.Cl[CH2:9][C@@H:10]1[N:15]2[C:16]3[C:25]4[C:20](=[CH:21][CH:22]=[CH:23][CH:24]=4)[N:19]=[C:18]([NH2:26])[C:17]=3[N:27]=[C:14]2[CH2:13][O:12][CH2:11]1. (9) Given the product [CH:1]1([C:4]2[N:8]([C:26]([O:28][C:29]([CH3:32])([CH3:31])[CH3:30])=[O:27])[C:7]3[CH:9]=[C:10]([C:19]4[C:20]([CH3:25])=[N:21][O:22][C:23]=4[CH3:24])[CH:11]=[C:12]([C:13](=[O:14])[N:15]([O:17][CH3:18])[CH3:16])[C:6]=3[N:5]=2)[CH2:3][CH2:2]1, predict the reactants needed to synthesize it. The reactants are: [CH:1]1([C:4]2[NH:8][C:7]3[CH:9]=[C:10]([C:19]4[C:20]([CH3:25])=[N:21][O:22][C:23]=4[CH3:24])[CH:11]=[C:12]([C:13]([N:15]([O:17][CH3:18])[CH3:16])=[O:14])[C:6]=3[N:5]=2)[CH2:3][CH2:2]1.[C:26](O[C:26]([O:28][C:29]([CH3:32])([CH3:31])[CH3:30])=[O:27])([O:28][C:29]([CH3:32])([CH3:31])[CH3:30])=[O:27].C(N(CC)C(C)C)(C)C.